From a dataset of NCI-60 drug combinations with 297,098 pairs across 59 cell lines. Regression. Given two drug SMILES strings and cell line genomic features, predict the synergy score measuring deviation from expected non-interaction effect. (1) Drug 1: CN(CCCl)CCCl.Cl. Drug 2: CN(C(=O)NC(C=O)C(C(C(CO)O)O)O)N=O. Cell line: U251. Synergy scores: CSS=13.2, Synergy_ZIP=0.789, Synergy_Bliss=6.95, Synergy_Loewe=-8.53, Synergy_HSA=3.61. (2) Drug 1: C1=CC(=CC=C1C#N)C(C2=CC=C(C=C2)C#N)N3C=NC=N3. Drug 2: CN1C2=C(C=C(C=C2)N(CCCl)CCCl)N=C1CCCC(=O)O.Cl. Synergy scores: CSS=5.18, Synergy_ZIP=-2.14, Synergy_Bliss=-2.51, Synergy_Loewe=3.50, Synergy_HSA=-0.897. Cell line: NCI-H460. (3) Drug 1: CNC(=O)C1=CC=CC=C1SC2=CC3=C(C=C2)C(=NN3)C=CC4=CC=CC=N4. Drug 2: CC1C(C(CC(O1)OC2CC(CC3=C2C(=C4C(=C3O)C(=O)C5=C(C4=O)C(=CC=C5)OC)O)(C(=O)CO)O)N)O.Cl. Cell line: HCC-2998. Synergy scores: CSS=42.0, Synergy_ZIP=-1.31, Synergy_Bliss=0.166, Synergy_Loewe=-10.1, Synergy_HSA=0.872. (4) Drug 1: C1=NC2=C(N=C(N=C2N1C3C(C(C(O3)CO)O)O)F)N. Drug 2: C1CCC(C(C1)N)N.C(=O)(C(=O)[O-])[O-].[Pt+4]. Cell line: NCIH23. Synergy scores: CSS=4.52, Synergy_ZIP=-4.20, Synergy_Bliss=-4.02, Synergy_Loewe=-10.6, Synergy_HSA=-5.41. (5) Drug 1: CC1OCC2C(O1)C(C(C(O2)OC3C4COC(=O)C4C(C5=CC6=C(C=C35)OCO6)C7=CC(=C(C(=C7)OC)O)OC)O)O. Drug 2: C1CC(=O)NC(=O)C1N2C(=O)C3=CC=CC=C3C2=O. Cell line: NCI-H322M. Synergy scores: CSS=12.0, Synergy_ZIP=-0.121, Synergy_Bliss=0.00447, Synergy_Loewe=-2.20, Synergy_HSA=-0.0681. (6) Drug 1: C1=NC2=C(N=C(N=C2N1C3C(C(C(O3)CO)O)O)F)N. Drug 2: CN(C(=O)NC(C=O)C(C(C(CO)O)O)O)N=O. Cell line: SK-MEL-5. Synergy scores: CSS=-0.158, Synergy_ZIP=3.14, Synergy_Bliss=4.55, Synergy_Loewe=1.70, Synergy_HSA=1.29. (7) Drug 1: C1=CC(=CC=C1CC(C(=O)O)N)N(CCCl)CCCl.Cl. Drug 2: C1C(C(OC1N2C=NC(=NC2=O)N)CO)O. Cell line: A549. Synergy scores: CSS=20.1, Synergy_ZIP=-4.43, Synergy_Bliss=1.55, Synergy_Loewe=-0.917, Synergy_HSA=0.272.